Dataset: HIV replication inhibition screening data with 41,000+ compounds from the AIDS Antiviral Screen. Task: Binary Classification. Given a drug SMILES string, predict its activity (active/inactive) in a high-throughput screening assay against a specified biological target. (1) The drug is O=c1c2ccccc2nc(-c2ccccc2)n1NC(=S)Nc1cccc(Cl)c1. The result is 0 (inactive). (2) The compound is ON=C(CC(O)(C(F)(F)Cl)C(F)(F)Cl)CC(O)(C(F)(F)Cl)C(F)(F)Cl. The result is 0 (inactive). (3) The compound is NC(=O)C12C(=O)NC(=O)C1(C(=O)O)C2C1CCCCC1. The result is 0 (inactive). (4) The compound is CN(C)c1ccc(C=C2CCCCCC2=O)cc1. The result is 0 (inactive). (5) The drug is CCCCCCOC(=O)c1[nH]c(=O)n(CCCCCC)c(=O)c1NC(=O)CNc1ccc2c(=O)c3ccccc3[nH]c2c1. The result is 0 (inactive). (6) The drug is O=C(O)CCC(=O)Oc1ccc(O)c2c1CCCC2=O. The result is 0 (inactive). (7) The compound is O=[N+]([O-])c1nc(-c2nc([N+](=O)[O-])c([N+](=O)[O-])[nH]2)[nH]c1[N+](=O)[O-]. The result is 0 (inactive).